Dataset: NCI-60 drug combinations with 297,098 pairs across 59 cell lines. Task: Regression. Given two drug SMILES strings and cell line genomic features, predict the synergy score measuring deviation from expected non-interaction effect. Drug 1: C1=NC2=C(N1)C(=S)N=C(N2)N. Drug 2: C(CC(=O)O)C(=O)CN.Cl. Cell line: HCT116. Synergy scores: CSS=43.8, Synergy_ZIP=0.449, Synergy_Bliss=-0.257, Synergy_Loewe=-1.47, Synergy_HSA=1.20.